Dataset: Full USPTO retrosynthesis dataset with 1.9M reactions from patents (1976-2016). Task: Predict the reactants needed to synthesize the given product. (1) Given the product [Cl:1][C:2]1[N:7]=[C:6]([CH2:8][OH:9])[CH:5]=[C:4]([N:12]2[CH2:17][CH2:16][O:15][CH2:14][C@@H:13]2[CH3:18])[N:3]=1, predict the reactants needed to synthesize it. The reactants are: [Cl:1][C:2]1[N:7]=[C:6]([C:8](OC)=[O:9])[CH:5]=[C:4]([N:12]2[CH2:17][CH2:16][O:15][CH2:14][C@@H:13]2[CH3:18])[N:3]=1.[BH4-].[Li+]. (2) Given the product [Cl:15][C:9]1[CH:10]=[CH:11][CH:12]=[C:13]([CH3:14])[C:8]=1[C:6]([NH:5][C@H:4]([C:3]([OH:32])=[O:2])[CH2:16][C:17]1[CH:22]=[CH:21][C:20]([C:23]2[C:24](=[O:31])[N:25]([CH3:30])[CH:26]=[C:27]([Cl:29])[CH:28]=2)=[CH:19][CH:18]=1)=[O:7], predict the reactants needed to synthesize it. The reactants are: C[O:2][C:3](=[O:32])[C@H:4]([CH2:16][C:17]1[CH:22]=[CH:21][C:20]([C:23]2[C:24](=[O:31])[N:25]([CH3:30])[CH:26]=[C:27]([Cl:29])[CH:28]=2)=[CH:19][CH:18]=1)[NH:5][C:6]([C:8]1[C:13]([CH3:14])=[CH:12][CH:11]=[CH:10][C:9]=1[Cl:15])=[O:7].O.[OH-].[Li+].C(OCC)(=O)C. (3) Given the product [C:22]([NH:26][C:19]([C:11]1[CH:12]=[C:13]([N:14]2[CH:15]=[CH:16][CH:17]=[CH:18]2)[N:9]([C:6]2[CH:7]=[N:8][C:3]([O:2][CH3:1])=[CH:4][CH:5]=2)[N:10]=1)=[O:21])([CH3:25])([CH3:24])[CH3:23], predict the reactants needed to synthesize it. The reactants are: [CH3:1][O:2][C:3]1[N:8]=[CH:7][C:6]([N:9]2[C:13]([N:14]3[CH:18]=[CH:17][CH:16]=[CH:15]3)=[CH:12][C:11]([C:19]([OH:21])=O)=[N:10]2)=[CH:5][CH:4]=1.[C:22]([NH2:26])([CH3:25])([CH3:24])[CH3:23]. (4) Given the product [CH2:35]([N:32]1[C:27]2=[N:28][C:29]([CH2:30][CH3:31])=[C:24]([CH2:23][NH:22][C:20]([C:16]3[CH:17]=[CH:18][CH:19]=[C:14]([C:12]([NH:11][CH2:10][C:4]4[CH:3]=[C:2]([C:56]5[CH:55]=[CH:54][CH:53]=[C:52]([CH2:51][CH:48]6[CH2:49][CH2:50][N:45]([CH3:44])[CH2:46][CH2:47]6)[CH:57]=5)[C:7]([O:8][CH3:9])=[CH:6][CH:5]=4)=[O:13])[N:15]=3)=[O:21])[C:25]([NH:37][CH:38]3[CH2:43][CH2:42][O:41][CH2:40][CH2:39]3)=[C:26]2[CH:34]=[N:33]1)[CH3:36], predict the reactants needed to synthesize it. The reactants are: Br[C:2]1[CH:3]=[C:4]([CH2:10][NH:11][C:12]([C:14]2[CH:19]=[CH:18][CH:17]=[C:16]([C:20]([NH:22][CH2:23][C:24]3[C:25]([NH:37][CH:38]4[CH2:43][CH2:42][O:41][CH2:40][CH2:39]4)=[C:26]4[CH:34]=[N:33][N:32]([CH2:35][CH3:36])[C:27]4=[N:28][C:29]=3[CH2:30][CH3:31])=[O:21])[N:15]=2)=[O:13])[CH:5]=[CH:6][C:7]=1[O:8][CH3:9].[CH3:44][N:45]1[CH2:50][CH2:49][CH:48]([CH2:51][C:52]2[CH:57]=[CH:56][CH:55]=[C:54](B3OC(C)(C)C(C)(C)O3)[CH:53]=2)[CH2:47][CH2:46]1.C([O-])([O-])=O.[Na+].[Na+]. (5) The reactants are: Br[C:2]1[C:7]2[C:8]([NH2:11])=[N:9][NH:10][C:6]=2[CH:5]=[CH:4][N:3]=1.CC1(C)C(C)(C)OB([C:20]2[CH:25]=[CH:24][C:23]([NH:26][C:27](=[O:43])[NH:28][C:29]3[CH:34]=[C:33]([C:35]([F:38])([F:37])[F:36])[CH:32]=[CH:31][C:30]=3[NH:39][C:40](=[O:42])[CH3:41])=[CH:22][CH:21]=2)O1. Given the product [NH2:11][C:8]1[C:7]2[C:2]([C:20]3[CH:25]=[CH:24][C:23]([NH:26][C:27](=[O:43])[NH:28][C:29]4[CH:34]=[C:33]([C:35]([F:38])([F:37])[F:36])[CH:32]=[CH:31][C:30]=4[NH:39][C:40](=[O:42])[CH3:41])=[CH:22][CH:21]=3)=[N:3][CH:4]=[CH:5][C:6]=2[NH:10][N:9]=1, predict the reactants needed to synthesize it. (6) Given the product [C:23]([C:20]1[CH:21]=[CH:22][C:17]([C:15]([NH:14][C@H:9]([C:10]([NH:2][OH:3])=[O:11])[C@H:8]([OH:7])[CH3:31])=[O:16])=[CH:18][CH:19]=1)(=[O:24])[C:25]1[CH:30]=[CH:29][CH:28]=[CH:27][CH:26]=1, predict the reactants needed to synthesize it. The reactants are: Cl.[NH2:2][OH:3].C[O-].[Na+].[OH:7][C@H:8]([CH3:31])[C@H:9]([NH:14][C:15]([C:17]1[CH:22]=[CH:21][C:20]([C:23]([C:25]2[CH:30]=[CH:29][CH:28]=[CH:27][CH:26]=2)=[O:24])=[CH:19][CH:18]=1)=[O:16])[C:10](OC)=[O:11].Cl. (7) The reactants are: [Br:1][C:2]1[C:31]2=[N:32][C:28]3=[CH:29][N:30]2[C:5]([N:6]2[CH2:37][CH2:36][C:9]([CH3:38])([O:10][CH2:11][CH2:12][CH2:13][CH2:14][C@H:15]([CH3:35])[O:16][C:17]4[CH:18]=[CH:19][C:20]([F:34])=[CH:21][C:22]=4[C:23]4[CH:33]=[C:27]3[CH:26]=[CH:25][CH:24]=4)[CH2:8][CH2:7]2)=[C:4]([C@H:39]([O:44][C:45]([CH3:48])([CH3:47])[CH3:46])[C:40]([O:42]C)=[O:41])[C:3]=1[CH3:49].C(O[C@@H](C1C(C)=CC2=NC3=CN2C=1N1CCC(C)(OCC=CC[C@H](C)OC2C=C(F)C=CC=2C2C=C3C=CC=2)CC1)C(O)=O)(C)(C)C. Given the product [Br:1][C:2]1[C:31]2=[N:32][C:28]3=[CH:29][N:30]2[C:5]([N:6]2[CH2:7][CH2:8][C:9]([CH3:38])([O:10][CH2:11][CH2:12][CH2:13][CH2:14][C@H:15]([CH3:35])[O:16][C:17]4[CH:18]=[CH:19][C:20]([F:34])=[CH:21][C:22]=4[C:23]4[CH:33]=[C:27]3[CH:26]=[CH:25][CH:24]=4)[CH2:36][CH2:37]2)=[C:4]([C@H:39]([O:44][C:45]([CH3:48])([CH3:47])[CH3:46])[C:40]([OH:42])=[O:41])[C:3]=1[CH3:49], predict the reactants needed to synthesize it.